Dataset: NCI-60 drug combinations with 297,098 pairs across 59 cell lines. Task: Regression. Given two drug SMILES strings and cell line genomic features, predict the synergy score measuring deviation from expected non-interaction effect. (1) Drug 1: CC1C(C(=O)NC(C(=O)N2CCCC2C(=O)N(CC(=O)N(C(C(=O)O1)C(C)C)C)C)C(C)C)NC(=O)C3=C4C(=C(C=C3)C)OC5=C(C(=O)C(=C(C5=N4)C(=O)NC6C(OC(=O)C(N(C(=O)CN(C(=O)C7CCCN7C(=O)C(NC6=O)C(C)C)C)C)C(C)C)C)N)C. Drug 2: CC1CCC2CC(C(=CC=CC=CC(CC(C(=O)C(C(C(=CC(C(=O)CC(OC(=O)C3CCCCN3C(=O)C(=O)C1(O2)O)C(C)CC4CCC(C(C4)OC)O)C)C)O)OC)C)C)C)OC. Cell line: OVCAR-8. Synergy scores: CSS=14.7, Synergy_ZIP=-1.61, Synergy_Bliss=5.13, Synergy_Loewe=-0.849, Synergy_HSA=2.39. (2) Drug 1: CC1=C(C=C(C=C1)NC2=NC=CC(=N2)N(C)C3=CC4=NN(C(=C4C=C3)C)C)S(=O)(=O)N.Cl. Drug 2: C1=CC(=C2C(=C1NCCNCCO)C(=O)C3=C(C=CC(=C3C2=O)O)O)NCCNCCO. Cell line: CAKI-1. Synergy scores: CSS=66.9, Synergy_ZIP=11.4, Synergy_Bliss=10.5, Synergy_Loewe=14.6, Synergy_HSA=15.7. (3) Drug 1: CCC1=CC2CC(C3=C(CN(C2)C1)C4=CC=CC=C4N3)(C5=C(C=C6C(=C5)C78CCN9C7C(C=CC9)(C(C(C8N6C)(C(=O)OC)O)OC(=O)C)CC)OC)C(=O)OC.C(C(C(=O)O)O)(C(=O)O)O. Drug 2: B(C(CC(C)C)NC(=O)C(CC1=CC=CC=C1)NC(=O)C2=NC=CN=C2)(O)O. Cell line: HCT116. Synergy scores: CSS=32.8, Synergy_ZIP=-1.17, Synergy_Bliss=0.207, Synergy_Loewe=2.19, Synergy_HSA=2.59. (4) Drug 1: CC1CCC2CC(C(=CC=CC=CC(CC(C(=O)C(C(C(=CC(C(=O)CC(OC(=O)C3CCCCN3C(=O)C(=O)C1(O2)O)C(C)CC4CCC(C(C4)OC)OCCO)C)C)O)OC)C)C)C)OC. Drug 2: COCCOC1=C(C=C2C(=C1)C(=NC=N2)NC3=CC=CC(=C3)C#C)OCCOC.Cl. Cell line: PC-3. Synergy scores: CSS=12.3, Synergy_ZIP=-3.16, Synergy_Bliss=-0.566, Synergy_Loewe=-18.9, Synergy_HSA=-1.91. (5) Cell line: MOLT-4. Synergy scores: CSS=40.8, Synergy_ZIP=10.2, Synergy_Bliss=8.25, Synergy_Loewe=9.46, Synergy_HSA=10.9. Drug 1: CN(C)N=NC1=C(NC=N1)C(=O)N. Drug 2: C1CCC(C(C1)N)N.C(=O)(C(=O)[O-])[O-].[Pt+4]. (6) Drug 1: CC12CCC3C(C1CCC2=O)CC(=C)C4=CC(=O)C=CC34C. Drug 2: C1=CC(=CC=C1C#N)C(C2=CC=C(C=C2)C#N)N3C=NC=N3. Synergy scores: CSS=33.9, Synergy_ZIP=0.205, Synergy_Bliss=0.641, Synergy_Loewe=1.50, Synergy_HSA=0.469. Cell line: OVCAR3.